The task is: Regression. Given a peptide amino acid sequence and an MHC pseudo amino acid sequence, predict their binding affinity value. This is MHC class I binding data.. This data is from Peptide-MHC class I binding affinity with 185,985 pairs from IEDB/IMGT. (1) The peptide sequence is MLGEETIKV. The MHC is HLA-B15:01 with pseudo-sequence HLA-B15:01. The binding affinity (normalized) is 0.0847. (2) The peptide sequence is QLDQRRALL. The binding affinity (normalized) is 0.111. The MHC is HLA-B08:02 with pseudo-sequence HLA-B08:02. (3) The peptide sequence is LLGDSDSVAK. The MHC is HLA-A31:01 with pseudo-sequence HLA-A31:01. The binding affinity (normalized) is 0.244. (4) The peptide sequence is APFNVLKVI. The MHC is HLA-B51:01 with pseudo-sequence HLA-B51:01. The binding affinity (normalized) is 0.198. (5) The peptide sequence is VLWAHGFEL. The MHC is HLA-A26:01 with pseudo-sequence HLA-A26:01. The binding affinity (normalized) is 0.0847. (6) The peptide sequence is NTDEIPELI. The MHC is HLA-A02:01 with pseudo-sequence HLA-A02:01. The binding affinity (normalized) is 0.0847. (7) The peptide sequence is RGPYAAFVTI. The MHC is H-2-Dd with pseudo-sequence H-2-Dd. The binding affinity (normalized) is 0.662. (8) The peptide sequence is TLKSFFAWS. The MHC is HLA-A02:01 with pseudo-sequence HLA-A02:01. The binding affinity (normalized) is 0.183.